From a dataset of Full USPTO retrosynthesis dataset with 1.9M reactions from patents (1976-2016). Predict the reactants needed to synthesize the given product. (1) Given the product [CH3:1][O:2][C:3]1[CH:27]=[CH:26][C:6]2[N:7]=[C:8]([N:10]3[C:14](=[O:15])[C:13](=[CH:30][N:31]([CH3:33])[CH3:32])[C:12]([C:16]4[CH:21]=[CH:20][CH:19]=[C:18]([C:22]([F:25])([F:23])[F:24])[CH:17]=4)=[N:11]3)[S:9][C:5]=2[CH:4]=1, predict the reactants needed to synthesize it. The reactants are: [CH3:1][O:2][C:3]1[CH:27]=[CH:26][C:6]2[N:7]=[C:8]([N:10]3[C:14](=[O:15])[CH:13]=[C:12]([C:16]4[CH:21]=[CH:20][CH:19]=[C:18]([C:22]([F:25])([F:24])[F:23])[CH:17]=4)[NH:11]3)[S:9][C:5]=2[CH:4]=1.CO[CH:30](OC)[N:31]([CH3:33])[CH3:32].C(OCC)C. (2) Given the product [C:15]([C:3]1[N:4]2[C:9]([CH:8]=[CH:7][CH:6]=[CH:5]2)=[CH:1][C:2]=1[C:10]([O:12][CH2:13][CH3:14])=[O:11])(=[O:17])[CH3:16], predict the reactants needed to synthesize it. The reactants are: [CH:1]1[C:2]([C:10]([O:12][CH2:13][CH3:14])=[O:11])=[CH:3][N:4]2[C:9]=1[CH:8]=[CH:7][CH:6]=[CH:5]2.[C:15]([O-])(=[O:17])[CH3:16].[Na+]. (3) The reactants are: [CH:1]1([CH2:4][O:5][C:6]2[CH:11]=[C:10]([SH:12])[CH:9]=[CH:8][C:7]=2[NH:13][S:14]([CH3:17])(=[O:16])=[O:15])[CH2:3][CH2:2]1.[Cl:18][C:19]1[CH:20]=[N+:21]([O-:56])[CH:22]=[C:23]([Cl:55])[C:24]=1[CH2:25][C@@H:26]([C:40]1[CH:45]=[CH:44][C:43]([O:46][CH:47]([F:49])[F:48])=[C:42]([O:50][CH2:51][CH:52]2[CH2:54][CH2:53]2)[CH:41]=1)[O:27][C:28](OC1C=CC([N+]([O-])=O)=CC=1)=[O:29]. Given the product [Cl:55][C:23]1[CH:22]=[N+:21]([O-:56])[CH:20]=[C:19]([Cl:18])[C:24]=1[CH2:25][C@@H:26]([C:40]1[CH:45]=[CH:44][C:43]([O:46][CH:47]([F:49])[F:48])=[C:42]([O:50][CH2:51][CH:52]2[CH2:54][CH2:53]2)[CH:41]=1)[O:27][C:28]([S:12][C:10]1[CH:9]=[CH:8][C:7]([NH:13][S:14]([CH3:17])(=[O:16])=[O:15])=[C:6]([O:5][CH2:4][CH:1]2[CH2:2][CH2:3]2)[CH:11]=1)=[O:29], predict the reactants needed to synthesize it.